Dataset: Peptide-MHC class II binding affinity with 134,281 pairs from IEDB. Task: Regression. Given a peptide amino acid sequence and an MHC pseudo amino acid sequence, predict their binding affinity value. This is MHC class II binding data. (1) The MHC is HLA-DPA10103-DPB10301 with pseudo-sequence HLA-DPA10103-DPB10301. The binding affinity (normalized) is 0. The peptide sequence is TYGDKWLDAKSTWYG. (2) The MHC is DRB3_0101 with pseudo-sequence DRB3_0101. The peptide sequence is KTLEAAFTVSSKRNL. The binding affinity (normalized) is 0.194.